Task: Binary Classification. Given two protein amino acid sequences, predict whether they physically interact or not.. Dataset: Human Reference Interactome with 51,813 positive PPI pairs across 8,248 proteins, plus equal number of experimentally-validated negative pairs (1) Protein 1 (ENSG00000100258) has sequence MTCPPTGLYGPEGILPARRTLRPQGKGRWQQLWETPTLLWEAPRLGLDTAQGLELLSLLGALVALGALLLSPLRHPVIYLLLWAAYLSACQVGQVFLYFQWDSLLLETGFLAVLVAPLRPASHRKEAPQGRQAGALPHEDLPFWLVRWLLFRLMFASGVVKLTSRCPAWWGLTALTYHYETQCLPTPAAWFAHHLPVWLHKLSVVATFLIEIAVPPLFFAPIRRLRLAAFYSQVLLQVLIIITGNYNFFNLMTLVLTTALLDDQHLAAEPGHGSRKKTATSWPKALLATLSLLLELAVYG.... Protein 2 (ENSG00000131148) has sequence MPGVKLTTQAYCKMVLHGAKYPHCAVNGLLVAEKQKPRKEHLPLGGPGAHHTLFVDCIPLFHGTLALAPMLEVALTLIDSWCKDHSYVIAGYYQANERVKDASPNQVAEKVASRIAEGFSDTALIMVDNTKFTMDCVAPTIHVYEHHENRWRCRDPHHDYCEDWPEAQRISASLLDSRSYETLVDFDNHLDDIRNDWTNPEINKAVLHLC*MPGVKLTTQAYCKMVLHGAKYPHCAVNGLLVAEKQKPRKEHLPLGGPGAHHTLFVDCIPLFHGTLALAPMLEVALTLIDSWCKDHSYVI.... Result: 0 (the proteins do not interact). (2) Protein 1 (ENSG00000182993) has sequence MSSESEKDKERLIQAAKMFFFHVQDLASVINTLTELFSRSMNTQILLMAVKNNSYIKDFFEQMLKIFKEMQSVVDARHDKIQKESLCSKVAMAMCSVVQKSTNVEELHQSAKEVFKSAHTPVIISVLNSSNILGSLESSLSHLMKFPIMNLQLSDFYTEDTKEQSDVTTSERTRSPPGSSKTTMIDTLKKLQDVLKTEDSKNPTKSAADLLEQIVKAMGPILEILQKAIKTMEMNISVFKKASDK*. Protein 2 (ENSG00000185504) has sequence MAGAAPRVRYLAGFCCPLGGLAAGKPRVLCHEAEVFLSTGSELVYVYDQEGGLLTAAFRFPDQVWHLELLAPRRLLYALCARRGLYCLSLDHPGRSRSTSQDDRDSEDGDQPSPVIPVDPDACILPDAALCAFTLLDSVLVTLVQGPARWKMQLFEQPCPGEDPRPGGQIGEVELSSYTPPAGVPGKPAAPHFLPVLCSVSPSGSRVPHDLLGGSGGFTLEDALFGLLFGADATLLQSPVVLCGLPDGQLCCVILKALVTSRSAPGDPNALVKILHHLEEPVIFIGALKTEPQAAEAAEN.... Result: 0 (the proteins do not interact). (3) Result: 0 (the proteins do not interact). Protein 2 (ENSG00000118454) has sequence MTGEKIRSLRRDHKPSKEEGDLLEPGDEEAAAALGGTFTRSRIGKGGKACHKIFSNHHHRLQLKAAPASSNPPGAPALPLHNSSVTANSQSPALLAGTNPVAVVADGGSCPAHYPVHECVFKGDVRRLSSLIRTHNIGQKDNHGNTPLHLAVMLGNKVTALLRKLKQQSRESVEEKRPRLLKALKELGDFYLELHWDFQSWVPLLSRILPSDACKIYKQGINIRLDTTLIDFTDMKCQRGDLSFIFNGDAAPSESFVVLDNEQKVYQRIHHEESEMETEEEVDILMSSDIYSATLSTKSI.... Protein 1 (ENSG00000143977) has sequence MSKAHPPELKKFMDKKLSLKLNGGRHVQGILRGFDPFMNLVIDECVEMATSGQQNNIGMVVIRGNSIIMLEALERV*MCLFMDKKLSLKLNGGRHVQGILRGFDPFMNLVIDECVEMATSGQQNNIGMVVIRGNSIIMLEALERV*MSKAHPPELKKFMDKKLSLKLNGGRHVQGILRGFDPFMNLVIDECVEMATSGQQNNIGMVDNIPNKAVSPKFLKKVNQKGQLTFSKLLSIKTSKEW*MDKKLSLKLNGGRHVQGILRGFDPFMNLVIDECVEMATSGQQNNIGMVVIRGNSIIM.... (4) Protein 1 (ENSG00000143627) has sequence MSIQENISSLQLRSWVSKSQRDLAKSILIGAPGGPAGYLRRASVAQLTQELGTAFFQQQQLPAAMADTFLEHLCLLDIDSEPVAARSTSIIATIGPASRSVERLKEMIKAGMNIARLNFSHGSHEYHAESIANVREAVESFAGSPLSYRPVAIALDTKGPEIRTGILQGGPESEVELVKGSQVLVTVDPAFRTRGNANTVWVDYPNIVRVVPVGGRIYIDDGLISLVVQKIGPEGLVTQVENGGVLGSRKGVNLPGAQVDLPGLSEQDVRDLRFGVEHGVDIVFASFVRKASDVAAVRAA.... Protein 2 (ENSG00000135446) has sequence MATSRYEPVAEIGVGAYGTVYKARDPHSGHFVALKSVRVPNGGGGGGGLPISTVREVALLRRLEAFEHPNVVRLMDVCATSRTDREIKVTLVFEHVDQDLRTYLDKAPPPGLPAETIKDLMRQFLRGLDFLHANCIVHRDLKPENILVTSGGTVKLADFGLARIYSYQMALTPVVVTLWYRAPEVLLQSTYATPVDMWSVGCIFAEMFRRKPLFCGNSEADQLGKIFDLIGLPPEDDWPRDVSLPRGAFPPRGPRPVQSVVPEMEESGAQLLLEMLTFNPHKRISAFRALQHSYLHKDEG.... Result: 0 (the proteins do not interact). (5) Protein 1 (ENSG00000188425) has sequence MQLPPFDMWKDYFNLSQVVWALIASRGQRLETQEIEEPSPGPPLGQDQGLGAPGANGGLGTLCNFCKHNGESRHVYSSHQLKTPDGVVVCPILRHYVCPVCGATGDQAHTLKYCPLNGGQQSLYRRSGRNSAGRRVKR*. Protein 2 (ENSG00000160973) has sequence MGPCSGSRLGPPEAESPSQPPKRRKKRYLRHDKPPYTYLAMIALVIQAAPSRRLKLAQIIRQVQAVFPFFREDYEGWKDSIRHNLSSNRCFRKVPKDPAKPQAKGNFWAVDVSLIPAEALRLQNTALCRRWQNGGARGAFAKDLGPYVLHGRPYRPPSPPPPPSEGFSIKSLLGGSGEGAPWPGLAPQSSPVPAGTGNSGEEAVPTPPLPSSERPLWPLCPLPGPTRVEGETVQGGAIGPSTLSPEPRAWPLHLLQGTAVPGGRSSGGHRASLWGQLPTSYLPIYTPNVVMPLAPPPTSC.... Result: 0 (the proteins do not interact). (6) Protein 1 (ENSG00000017427) has sequence MGKISSLPTQLFKCCFCDFLKVKMHTMSSSHLFYLALCLLTFTSSATAGPETLCGAELVDALQFVCGDRGFYFNKPTGYGSSSRRAPQTGIVDECCFRSCDLRRLEMYCAPLKPAKSARSVRAQRHTDMPKTQKYQPPSTNKNTKSQRRKGWPKTHPGGEQKEGTEASLQIRGKKKEQRREIGSRNAECRGKKGK*MGKISSLPTQLFKCCFCDFLKVKMHTMSSSHLFYLALCLLTFTSSATAGPETLCGAELVDALQFVCGDRGFYFNKPTGYGSSSRRAPQTGIVDECCFRSCDLRR.... Protein 2 (ENSG00000073737) has sequence MLFWVLGLLILCGFLWTRKGKLKIEDITDKYIFITGCDSGFGNLAARTFDKKGFHVIAACLTESGSTALKAETSERLRTVLLDVTDPENVKRTAQWVKNQVGEKGLWGLINNAGVPGVLAPTDWLTLEDYREPIEVNLFGLISVTLNMLPLVKKAQGRVINVSSVGGRLAIVGGGYTPSKYAVEGFNDSLRRDMKAFGVHVSCIEPGLFKTNLADPVKVIEKKLAIWEQLSPDIKQQYGEGYIEKSLDKLKGNKSYVNMDLSPVVECMDHALTSLFPKTHYAAGKDAKIFWIPLSHMPAA.... Result: 0 (the proteins do not interact).